Dataset: Forward reaction prediction with 1.9M reactions from USPTO patents (1976-2016). Task: Predict the product of the given reaction. (1) The product is: [C:1]([O:5][C:6](=[O:17])[NH:7][C:8]1[CH:13]=[C:12]([CH3:14])[C:11]([Cl:15])=[CH:10][C:9]=1[NH:16][C:23](=[O:22])[CH2:24][C:25]([C:27]1[CH:32]=[CH:31][CH:30]=[C:29]([C:33]2[CH:38]=[C:37]([CH2:39][O:40][CH:41]3[CH2:46][CH2:45][CH2:44][CH2:43][O:42]3)[N:36]=[C:35]([CH3:47])[CH:34]=2)[CH:28]=1)=[O:26])([CH3:4])([CH3:2])[CH3:3]. Given the reactants [C:1]([O:5][C:6](=[O:17])[NH:7][C:8]1[CH:13]=[C:12]([CH3:14])[C:11]([Cl:15])=[CH:10][C:9]=1[NH2:16])([CH3:4])([CH3:3])[CH3:2].C([O:22][C:23](=O)[CH2:24][C:25]([C:27]1[CH:32]=[CH:31][CH:30]=[C:29]([C:33]2[CH:38]=[C:37]([CH2:39][O:40][CH:41]3[CH2:46][CH2:45][CH2:44][CH2:43][O:42]3)[N:36]=[C:35]([CH3:47])[CH:34]=2)[CH:28]=1)=[O:26])(C)(C)C, predict the reaction product. (2) The product is: [NH2:27][C:24]1[CH:25]=[CH:26][C:21]([CH2:20][C:19]([NH:18][C:16](=[O:17])[C:15]([NH:14][C:5]2[CH:6]=[CH:7][C:8]([C:9]3[O:13][CH:12]=[N:11][CH:10]=3)=[C:3]([O:2][CH3:1])[CH:4]=2)=[O:32])([CH3:30])[CH3:31])=[CH:22][CH:23]=1. Given the reactants [CH3:1][O:2][C:3]1[CH:4]=[C:5]([NH:14][C:15](=[O:32])[C:16]([NH:18][C:19]([CH3:31])([CH3:30])[CH2:20][C:21]2[CH:26]=[CH:25][C:24]([N+:27]([O-])=O)=[CH:23][CH:22]=2)=[O:17])[CH:6]=[CH:7][C:8]=1[C:9]1[O:13][CH:12]=[N:11][CH:10]=1.[Sn](Cl)Cl.O1CCOCC1, predict the reaction product. (3) The product is: [CH2:1]([O:3][C:4]([C:6]1[O:7][C:8]([CH2:11][C:12]2[N:13]([CH2:30][C:29]3[CH:32]=[CH:33][C:26]([F:25])=[CH:27][CH:28]=3)[C:14]3[C:19]([CH:20]=2)=[CH:18][C:17]([S:21]([CH3:24])(=[O:23])=[O:22])=[CH:16][CH:15]=3)=[CH:9][CH:10]=1)=[O:5])[CH3:2]. Given the reactants [CH2:1]([O:3][C:4]([C:6]1[O:7][C:8]([CH2:11][C:12]2[NH:13][C:14]3[C:19]([CH:20]=2)=[CH:18][C:17]([S:21]([CH3:24])(=[O:23])=[O:22])=[CH:16][CH:15]=3)=[CH:9][CH:10]=1)=[O:5])[CH3:2].[F:25][C:26]1[CH:33]=[CH:32][C:29]([CH2:30]Br)=[CH:28][CH:27]=1.[Cl-].[NH4+], predict the reaction product.